Task: Predict the reactants needed to synthesize the given product.. Dataset: Full USPTO retrosynthesis dataset with 1.9M reactions from patents (1976-2016) (1) Given the product [OH:1][C@@:2]1([C:9]#[C:10][C:11]2[CH:12]=[C:13]([N:17]3[C:25]4[C:20](=[CH:21][C:22]([C:26]([NH:27][CH3:28])=[O:29])=[CH:23][CH:24]=4)[C:19]([C:30]([NH2:34])=[O:32])=[N:18]3)[CH:14]=[CH:15][CH:16]=2)[CH2:6][CH2:5][N:4]([CH3:7])[C:3]1=[O:8], predict the reactants needed to synthesize it. The reactants are: [OH:1][C@@:2]1([C:9]#[C:10][C:11]2[CH:12]=[C:13]([N:17]3[C:25]4[C:20](=[CH:21][C:22]([C:26](=[O:29])[NH:27][CH3:28])=[CH:23][CH:24]=4)[C:19]([C:30]([O:32]C)=O)=[N:18]3)[CH:14]=[CH:15][CH:16]=2)[CH2:6][CH2:5][N:4]([CH3:7])[C:3]1=[O:8].[NH3:34]. (2) Given the product [CH2:1]1[N:12]2[C:13]3[C:9]([C@@H:10]4[CH2:17][NH:16][CH2:15][CH2:14][C@@H:11]42)=[CH:8][C:7]([C:18]2[CH:25]=[CH:24][C:23]([O:26][CH3:27])=[CH:22][C:19]=2[CH:20]([OH:21])[CH3:28])=[CH:6][C:5]=3[CH2:4][S:3][CH2:2]1, predict the reactants needed to synthesize it. The reactants are: [CH2:1]1[N:12]2[C:13]3[C:9]([C@@H:10]4[CH2:17][NH:16][CH2:15][CH2:14][C@@H:11]42)=[CH:8][C:7]([C:18]2[CH:25]=[CH:24][C:23]([O:26][CH3:27])=[CH:22][C:19]=2[CH:20]=[O:21])=[CH:6][C:5]=3[CH2:4][S:3][CH2:2]1.[CH3:28][Mg]Br. (3) Given the product [CH2:15]([C:20]1[N:9]([C:8]2[CH:7]=[CH:6][C:5]([O:4][C:3]3[CH:12]=[CH:13][C:14]([Cl:16])=[CH:15][C:2]=3[Cl:1])=[CH:11][CH:10]=2)[CH:23]=[C:24]([C:26]2[CH:31]=[CH:30][C:29]([O:32][CH2:33][CH2:34][CH2:35][N:36]([CH2:39][CH3:40])[CH2:37][CH3:38])=[CH:28][CH:27]=2)[N:18]=1)[CH2:2][CH2:3][CH3:12], predict the reactants needed to synthesize it. The reactants are: [Cl:1][C:2]1[CH:15]=[C:14]([Cl:16])[CH:13]=[CH:12][C:3]=1[O:4][C:5]1[CH:11]=[CH:10][C:8]([NH2:9])=[CH:7][CH:6]=1.C[N:18]([CH:20]=O)C.Br[CH2:23][C:24]([C:26]1[CH:31]=[CH:30][C:29]([O:32][CH2:33][CH2:34][CH2:35][N:36]([CH2:39][CH3:40])[CH2:37][CH3:38])=[CH:28][CH:27]=1)=O. (4) Given the product [CH3:1][S:2][C:3]1[CH:4]=[C:5]([CH2:9][CH2:10][C:11]([O:13][CH3:14])=[O:12])[CH:6]=[CH:7][CH:8]=1, predict the reactants needed to synthesize it. The reactants are: [CH3:1][S:2][C:3]1[CH:4]=[C:5](/[CH:9]=[CH:10]/[C:11]([O:13][CH3:14])=[O:12])[CH:6]=[CH:7][CH:8]=1.CO. (5) Given the product [CH3:12][C:9]1([CH3:13])[C:10]2[CH:11]=[C:2]([B:14]3[O:18][C:17]([CH3:20])([CH3:19])[C:16]([CH3:22])([CH3:21])[O:15]3)[CH:3]=[CH:4][C:5]=2[CH2:6][CH2:7][CH2:8]1, predict the reactants needed to synthesize it. The reactants are: Br[C:2]1[CH:11]=[C:10]2[C:5]([CH2:6][CH2:7][CH2:8][C:9]2([CH3:13])[CH3:12])=[CH:4][CH:3]=1.[B:14]1([B:14]2[O:18][C:17]([CH3:20])([CH3:19])[C:16]([CH3:22])([CH3:21])[O:15]2)[O:18][C:17]([CH3:20])([CH3:19])[C:16]([CH3:22])([CH3:21])[O:15]1. (6) Given the product [F:1][C:2]1[CH:7]=[CH:6][CH:5]=[CH:4][C:3]=1[C:8]#[C:9][C:10]1[O:14][C:13]([C:15]([Cl:21])=[O:17])=[CH:12][CH:11]=1, predict the reactants needed to synthesize it. The reactants are: [F:1][C:2]1[CH:7]=[CH:6][CH:5]=[CH:4][C:3]=1[C:8]#[C:9][C:10]1[O:14][C:13]([C:15]([OH:17])=O)=[CH:12][CH:11]=1.C(Cl)(=O)C([Cl:21])=O. (7) Given the product [F:23][C:2]([F:1])([F:22])[C:3]1[CH:21]=[CH:20][C:6]([O:7][CH:8]2[CH2:12][CH2:11][NH:10][CH2:9]2)=[CH:5][CH:4]=1, predict the reactants needed to synthesize it. The reactants are: [F:1][C:2]([F:23])([F:22])[C:3]1[CH:21]=[CH:20][C:6]([O:7][CH:8]2[CH2:12][CH2:11][N:10](C(OC(C)(C)C)=O)[CH2:9]2)=[CH:5][CH:4]=1.FC(F)(F)C(O)=O.ClCCl.